Dataset: Catalyst prediction with 721,799 reactions and 888 catalyst types from USPTO. Task: Predict which catalyst facilitates the given reaction. (1) The catalyst class is: 16. Product: [Cl:1][C:2]1[CH:7]=[CH:6][C:5]([O:8][CH2:26][CH:27]2[CH2:30][CH2:28]2)=[CH:4][C:3]=1[CH2:9][N:10]1[CH:14]=[CH:13][C:12]([NH:15][C:16](=[O:25])[C:17]2[C:18]([F:24])=[CH:19][CH:20]=[CH:21][C:22]=2[F:23])=[N:11]1. Reactant: [Cl:1][C:2]1[CH:7]=[CH:6][C:5]([OH:8])=[CH:4][C:3]=1[CH2:9][N:10]1[CH:14]=[CH:13][C:12]([NH:15][C:16](=[O:25])[C:17]2[C:22]([F:23])=[CH:21][CH:20]=[CH:19][C:18]=2[F:24])=[N:11]1.[CH3:26][C:27]([CH3:30])([O-])[CH3:28].[K+].BrCC1CC1. (2) Reactant: [CH2:1]([O:3][C:4](=[O:18])[C:5]([C:16]#[N:17])([CH3:15])[C:6]1[CH:11]=[CH:10][C:9]([N+:12]([O-])=O)=[CH:8][CH:7]=1)[CH3:2]. Product: [CH2:1]([O:3][C:4](=[O:18])[C:5]([C:6]1[CH:7]=[CH:8][C:9]([NH2:12])=[CH:10][CH:11]=1)([C:16]#[N:17])[CH3:15])[CH3:2]. The catalyst class is: 19. (3) Reactant: C([O:3][C:4](=[O:34])[C:5]([CH3:33])=[CH:6][C:7]1[CH:12]=[CH:11][C:10]([O:13][C:14]2[C:23]3[C:18](=[CH:19][C:20]([O:24][CH3:25])=[CH:21][CH:22]=3)[CH:17]=[C:16]([CH3:26])[C:15]=2[C:27]2[CH:32]=[CH:31][CH:30]=[CH:29][CH:28]=2)=[CH:9][CH:8]=1)C.C1COCC1.[OH-].[Na+]. Product: [CH3:25][O:24][C:20]1[CH:19]=[C:18]2[C:23](=[CH:22][CH:21]=1)[C:14]([O:13][C:10]1[CH:9]=[CH:8][C:7]([CH:6]=[C:5]([CH3:33])[C:4]([OH:34])=[O:3])=[CH:12][CH:11]=1)=[C:15]([C:27]1[CH:32]=[CH:31][CH:30]=[CH:29][CH:28]=1)[C:16]([CH3:26])=[CH:17]2. The catalyst class is: 14. (4) Reactant: I([O-])(=O)(=O)=O.[Na+].OC([N:11]1[C:20]2[C:15](=[C:16]([N+:21]([O-:23])=[O:22])[CH:17]=[CH:18][CH:19]=2)[CH:14]=[CH:13][CH2:12]1)CO.[C:24](OCC)(=[O:26])C. Product: [N+:21]([C:16]1[CH:17]=[CH:18][CH:19]=[C:20]2[C:15]=1[CH:14]=[CH:13][C:12]([CH:24]=[O:26])=[N:11]2)([O-:23])=[O:22]. The catalyst class is: 30. (5) Reactant: [F:1][C:2]([F:13])([F:12])[C:3]1[CH:11]=[CH:10][C:6]([C:7]([OH:9])=O)=[CH:5][CH:4]=1.CN(C(ON1N=NC2C=CC=NC1=2)=[N+](C)C)C.F[P-](F)(F)(F)(F)F.CCN(C(C)C)C(C)C.[N:47]1([C:53]([O:55][C:56]([CH3:59])([CH3:58])[CH3:57])=[O:54])[CH2:52][CH2:51][NH:50][CH2:49][CH2:48]1. Product: [F:12][C:2]([F:1])([F:13])[C:3]1[CH:4]=[CH:5][C:6]([C:7]([N:50]2[CH2:49][CH2:48][N:47]([C:53]([O:55][C:56]([CH3:59])([CH3:58])[CH3:57])=[O:54])[CH2:52][CH2:51]2)=[O:9])=[CH:10][CH:11]=1. The catalyst class is: 3. (6) Reactant: [Cl:1][C:2]1[N:7]=[CH:6][C:5]([O:8][C:9]2[CH:10]=[CH:11][C:12]([N+:24]([O-])=O)=[C:13]([CH2:15][NH:16][C:17](=[O:23])[O:18][C:19]([CH3:22])([CH3:21])[CH3:20])[CH:14]=2)=[CH:4][CH:3]=1.[Cl-].[NH4+].C(O)C. Product: [NH2:24][C:12]1[CH:11]=[CH:10][C:9]([O:8][C:5]2[CH:6]=[N:7][C:2]([Cl:1])=[CH:3][CH:4]=2)=[CH:14][C:13]=1[CH2:15][NH:16][C:17](=[O:23])[O:18][C:19]([CH3:21])([CH3:20])[CH3:22]. The catalyst class is: 150.